From a dataset of Full USPTO retrosynthesis dataset with 1.9M reactions from patents (1976-2016). Predict the reactants needed to synthesize the given product. Given the product [NH2:8][C:9]1([C:23]2[S:24][C:25]([C:28]3[CH:33]=[C:32]([CH3:34])[CH:31]=[C:30]([NH:35][C:36]4[CH:41]=[C:40]([C:42]([F:43])([F:45])[F:44])[CH:39]=[CH:38][N:37]=4)[N:29]=3)=[CH:26][N:27]=2)[CH2:18][CH2:17][CH2:16][C:15]2[CH:14]=[C:13]([C:19]([OH:21])=[O:20])[CH:12]=[CH:11][C:10]1=2, predict the reactants needed to synthesize it. The reactants are: FC(F)(F)C([O-])=O.[NH2:8][C:9]1([C:23]2[S:24][C:25]([C:28]3[CH:33]=[C:32]([CH3:34])[CH:31]=[C:30]([NH:35][C:36]4[CH:41]=[C:40]([C:42]([F:45])([F:44])[F:43])[CH:39]=[CH:38][N:37]=4)[N:29]=3)=[CH:26][N:27]=2)[CH2:18][CH2:17][CH2:16][C:15]2[CH:14]=[C:13]([C:19]([O:21]C)=[O:20])[CH:12]=[CH:11][C:10]1=2.[OH-].[Na+].